Task: Predict the reaction yield, written as a fraction of the theoretical maximum amount of product (1.0 means a 100% yield; for example, 0.34 means a 34% yield).. Dataset: Reaction yield outcomes from USPTO patents with 853,638 reactions (1) The reactants are CC(C)([O-])C.[K+].[N:7]1([CH2:12][CH2:13][OH:14])[CH2:11][CH2:10][CH2:9][CH2:8]1.[Br:15][C:16]1[CH:23]=[CH:22][CH:21]=[CH:20][C:17]=1[CH2:18]Br.O. The catalyst is C1COCC1.CCCCCC.C(OCC)(=O)C. The product is [Br:15][C:16]1[CH:23]=[CH:22][CH:21]=[CH:20][C:17]=1[CH2:18][O:14][CH2:13][CH2:12][N:7]1[CH2:11][CH2:10][CH2:9][CH2:8]1. The yield is 0.993. (2) The reactants are [CH2:1]([C:3]1[CH:4]=[C:5]([CH2:9]O)[CH:6]=[N:7][CH:8]=1)[CH3:2].[Br:11]P(Br)Br. The catalyst is C(Cl)(Cl)Cl. The product is [Br:11][CH2:9][C:5]1[CH:6]=[N:7][CH:8]=[C:3]([CH2:1][CH3:2])[CH:4]=1. The yield is 1.00. (3) The reactants are [F:1][C:2]([F:45])([F:44])[C:3]1[CH:4]=[C:5]([C:9]2[CH:10]=[CH:11][C:12]3[N:18]4[CH2:19][C@H:15]([CH2:16][CH2:17]4)[N:14]([C:20]([NH:22][C:23]4[CH:24]=[C:25]([N:29]5[CH:33]=[C:32]([CH2:34][NH:35][C:36](=O)[O:37]C(C)(C)C)[N:31]=[N:30]5)[CH:26]=[CH:27][CH:28]=4)=[O:21])[C:13]=3[N:43]=2)[CH:6]=[CH:7][CH:8]=1.C(OC([NH:53][CH2:54][CH2:55][CH2:56][CH2:57][CH2:58]C(ON1C(=O)CCC1=O)=O)=O)(C)(C)C.[ClH:69]. The catalyst is FC(F)(F)C(O)=O.C(N(CC)CC)C. The product is [ClH:69].[NH2:53][CH2:54][CH2:55][CH2:56][CH2:57][CH2:58][C:36]([NH:35][CH2:34][C:32]1[N:31]=[N:30][N:29]([C:25]2[CH:24]=[C:23]([NH:22][C:20]([N:14]3[C@@H:15]4[CH2:19][N:18]([CH2:17][CH2:16]4)[C:12]4[CH:11]=[CH:10][C:9]([C:5]5[CH:6]=[CH:7][CH:8]=[C:3]([C:2]([F:44])([F:45])[F:1])[CH:4]=5)=[N:43][C:13]3=4)=[O:21])[CH:28]=[CH:27][CH:26]=2)[CH:33]=1)=[O:37]. The yield is 1.00. (4) The product is [C:17]([C:2]1[CH:7]=[CH:6][C:5]([CH:8]([CH3:14])[C:9]([O:11][CH2:12][CH3:13])=[O:10])=[CH:4][C:3]=1[O:15][CH3:16])#[N:18]. The catalyst is C(OCC)(=O)C.[C-]#N.[Zn+2].[C-]#N.[Pd].C1(P(C2C=CC=CC=2)C2C=CC=CC=2)C=CC=CC=1.C1(P(C2C=CC=CC=2)C2C=CC=CC=2)C=CC=CC=1.C1(P(C2C=CC=CC=2)C2C=CC=CC=2)C=CC=CC=1.C1(P(C2C=CC=CC=2)C2C=CC=CC=2)C=CC=CC=1. The reactants are I[C:2]1[CH:7]=[CH:6][C:5]([CH:8]([CH3:14])[C:9]([O:11][CH2:12][CH3:13])=[O:10])=[CH:4][C:3]=1[O:15][CH3:16].[CH3:17][N:18](C)C=O. The yield is 0.510.